From a dataset of Full USPTO retrosynthesis dataset with 1.9M reactions from patents (1976-2016). Predict the reactants needed to synthesize the given product. (1) Given the product [CH:59]1[C:47]2[C:48]3[N:49]([C:52]4[CH:58]=[CH:57][CH:56]=[CH:55][C:53]=4[N:54]=3)[CH2:50][O:51][C:46]=2[CH:45]=[CH:44][C:43]=1[C:18]1[C:19]([N:21]([CH3:26])[S:22]([CH3:25])(=[O:24])=[O:23])=[CH:20][C:10]2[O:9][C:8]([C:5]3[CH:4]=[CH:3][C:2]([F:1])=[CH:7][CH:6]=3)=[C:12]([C:13]([NH:15][CH3:16])=[O:14])[C:11]=2[CH:17]=1, predict the reactants needed to synthesize it. The reactants are: [F:1][C:2]1[CH:7]=[CH:6][C:5]([C:8]2[O:9][C:10]3[CH:20]=[C:19]([N:21]([CH3:26])[S:22]([CH3:25])(=[O:24])=[O:23])[C:18](C4C=CC=C(B5OC(C)(C)C(C)(C)O5)C=4)=[CH:17][C:11]=3[C:12]=2[C:13]([NH:15][CH3:16])=[O:14])=[CH:4][CH:3]=1.Cl[C:43]1[CH:44]=[CH:45][C:46]2[O:51][CH2:50][N:49]3[C:52]4[CH:58]=[CH:57][CH:56]=[CH:55][C:53]=4[N:54]=[C:48]3[C:47]=2[CH:59]=1.CC(C1C=C(C(C)C)C(C2C=CC=CC=2P(C2CCCCC2)C2CCCCC2)=C(C(C)C)C=1)C.[O-]P([O-])([O-])=O.[K+].[K+].[K+]. (2) Given the product [OH:6][C:5]1[N:20]=[CH:18][N:19]=[C:8]([C:10]([OH:12])=[O:11])[CH:4]=1, predict the reactants needed to synthesize it. The reactants are: [Na+].C([C:4](CC)([C:8]([C:10]([OH:12])=[O:11])=O)[C:5]([O-])=[O:6])C.[OH-].[Na+].Cl.[CH:18]([NH2:20])=[NH:19].Cl. (3) Given the product [F:24][C:21]1[CH:22]=[CH:23][C:18]([C:16](=[O:17])[CH2:15][CH2:14][CH2:13][CH2:12][CH2:11][CH2:10][N:39]2[CH2:40][CH2:41][CH:36]([C:32]3[CH:31]=[C:30]([NH:29][C:27](=[O:28])[CH:26]([CH3:25])[CH3:42])[CH:35]=[CH:34][CH:33]=3)[CH2:37][CH2:38]2)=[CH:19][CH:20]=1, predict the reactants needed to synthesize it. The reactants are: C([O-])([O-])=O.[K+].[K+].[Na+].[I-].Cl[CH2:10][CH2:11][CH2:12][CH2:13][CH2:14][CH2:15][C:16]([C:18]1[CH:23]=[CH:22][C:21]([F:24])=[CH:20][CH:19]=1)=[O:17].[CH3:25][CH:26]([CH3:42])[C:27]([NH:29][C:30]1[CH:35]=[CH:34][CH:33]=[C:32]([CH:36]2[CH2:41][CH2:40][NH:39][CH2:38][CH2:37]2)[CH:31]=1)=[O:28]. (4) Given the product [NH2:6][C:5]1[CH:4]=[CH:3][C:2]([Cl:1])=[CH:15][C:14]=1[C:19]([C:18]1[CH:22]=[CH:23][C:24]([F:26])=[CH:25][C:17]=1[F:16])=[O:20], predict the reactants needed to synthesize it. The reactants are: [Cl:1][C:2]1[CH:15]=[CH:14][C:5]([NH:6]C(OC(C)(C)C)=O)=[CH:4][CH:3]=1.[F:16][C:17]1[CH:25]=[C:24]([F:26])[CH:23]=[CH:22][C:18]=1[C:19](Cl)=[O:20]. (5) The reactants are: [Li+].[OH-].CS([O:7][CH2:8][CH2:9][O:10][C:11]1[C:16]([CH3:17])=[CH:15][C:14]([C:18]2[N:27]([C:28]3[CH:33]=[CH:32][C:31]([N:34](S(C)(=O)=O)[S:35]([CH3:38])(=[O:37])=[O:36])=[CH:30][CH:29]=3)[C:26](=[O:43])[C:25]3[C:20](=[CH:21][CH:22]=[CH:23][CH:24]=3)[N:19]=2)=[CH:13][C:12]=1[CH3:44])(=O)=O. Given the product [OH:7][CH2:8][CH2:9][O:10][C:11]1[C:12]([CH3:44])=[CH:13][C:14]([C:18]2[N:27]([C:28]3[CH:33]=[CH:32][C:31]([NH:34][S:35]([CH3:38])(=[O:36])=[O:37])=[CH:30][CH:29]=3)[C:26](=[O:43])[C:25]3[C:20](=[CH:21][CH:22]=[CH:23][CH:24]=3)[N:19]=2)=[CH:15][C:16]=1[CH3:17], predict the reactants needed to synthesize it.